From a dataset of Full USPTO retrosynthesis dataset with 1.9M reactions from patents (1976-2016). Predict the reactants needed to synthesize the given product. (1) The reactants are: [CH3:1][C:2]1[NH:3][C:4]2[CH2:5][C:6]([CH3:13])([CH3:12])[CH2:7][C:8](=[O:11])[C:9]=2[CH:10]=1.[N:14]1([S:19]([C:22]2[CH:29]=[CH:28][CH:27]=[CH:26][C:23]=2[CH:24]=[O:25])(=[O:21])=[O:20])[CH2:18][CH2:17][CH2:16][CH2:15]1.[OH-].[Na+]. Given the product [OH:25][CH:24]([C:23]1[CH:26]=[CH:27][CH:28]=[CH:29][C:22]=1[S:19]([N:14]1[CH2:18][CH2:17][CH2:16][CH2:15]1)(=[O:21])=[O:20])[C:10]1[C:9]2[C:8](=[O:11])[CH2:7][C:6]([CH3:13])([CH3:12])[CH2:5][C:4]=2[NH:3][C:2]=1[CH3:1], predict the reactants needed to synthesize it. (2) Given the product [C:1]([O:5][C:6]([N:8]1[C:9]([C:13]2[CH:14]=[CH:15][C:16]3[NH:22][C:21](=[O:23])[CH2:20][O:19][C:18]([CH3:30])([C:24]4[CH:29]=[CH:28][CH:27]=[CH:26][CH:25]=4)[C:17]=3[CH:31]=2)=[CH:10][CH:11]=[C:12]1[C:37]#[N:36])=[O:7])([CH3:4])([CH3:2])[CH3:3], predict the reactants needed to synthesize it. The reactants are: [C:1]([O:5][C:6]([N:8]1[CH:12]=[CH:11][CH:10]=[C:9]1[C:13]1[CH:14]=[CH:15][C:16]2[NH:22][C:21](=[O:23])[CH2:20][O:19][C:18]([CH3:30])([C:24]3[CH:29]=[CH:28][CH:27]=[CH:26][CH:25]=3)[C:17]=2[CH:31]=1)=[O:7])([CH3:4])([CH3:3])[CH3:2].ClS([N:36]=[C:37]=O)(=O)=O. (3) Given the product [Cl:23][C:24]1[CH:25]=[CH:26][C:27]([C:2]2[N:7]=[N:6][C:5]([N:8]3[CH2:12][C@@H:11]4[CH2:13][N:14]([C:16]([O:18][C:19]([CH3:21])([CH3:20])[CH3:22])=[O:17])[CH2:15][C@@H:10]4[CH2:9]3)=[CH:4][CH:3]=2)=[C:28]([OH:30])[CH:29]=1, predict the reactants needed to synthesize it. The reactants are: Cl[C:2]1[N:7]=[N:6][C:5]([N:8]2[CH2:12][C@@H:11]3[CH2:13][N:14]([C:16]([O:18][C:19]([CH3:22])([CH3:21])[CH3:20])=[O:17])[CH2:15][C@@H:10]3[CH2:9]2)=[CH:4][CH:3]=1.[Cl:23][C:24]1[CH:25]=[CH:26][C:27](B2OC(C)(C)C(C)(C)O2)=[C:28]([OH:30])[CH:29]=1.C(=O)([O-])[O-].[Na+].[Na+].C(Cl)Cl.